Dataset: Full USPTO retrosynthesis dataset with 1.9M reactions from patents (1976-2016). Task: Predict the reactants needed to synthesize the given product. (1) Given the product [OH:8][C:9]1[CH:18]=[C:17]2[C:12]([C:13](=[O:19])[NH:14][CH:15]=[N:16]2)=[CH:11][C:10]=1[O:20][CH3:21], predict the reactants needed to synthesize it. The reactants are: C([O:8][C:9]1[CH:18]=[C:17]2[C:12]([C:13](=[O:19])[NH:14][CH:15]=[N:16]2)=[CH:11][C:10]=1[O:20][CH3:21])C1C=CC=CC=1.C([O-])=O.[NH4+]. (2) Given the product [C:1]([O:5][C:6]([N:8]1[CH2:9][CH2:10][N:11]([CH2:14][C:15]2[CH:20]=[CH:19][C:18]([C:21]3[NH:22][C:23](=[O:37])[C:24]4[C:29]([CH:30]=3)=[C:28]([C:31]#[CH:32])[CH:27]=[CH:26][CH:25]=4)=[CH:17][CH:16]=2)[CH2:12][CH2:13]1)=[O:7])([CH3:4])([CH3:3])[CH3:2], predict the reactants needed to synthesize it. The reactants are: [C:1]([O:5][C:6]([N:8]1[CH2:13][CH2:12][N:11]([CH2:14][C:15]2[CH:20]=[CH:19][C:18]([C:21]3[NH:22][C:23](=[O:37])[C:24]4[C:29]([CH:30]=3)=[C:28]([C:31]#[C:32][Si](C)(C)C)[CH:27]=[CH:26][CH:25]=4)=[CH:17][CH:16]=2)[CH2:10][CH2:9]1)=[O:7])([CH3:4])([CH3:3])[CH3:2].CCCC[N+](CCCC)(CCCC)CCCC.[F-]. (3) Given the product [CH2:28]([N:8]1[C:9]([C:10]2[CH:11]=[N:12][C:13]3[C:18]([CH:19]=2)=[CH:17][CH:16]=[CH:15][CH:14]=3)=[C:4]([CH:1]([CH3:3])[CH3:2])[C:5](=[O:21])[NH:6][C:7]1=[O:20])[CH3:29], predict the reactants needed to synthesize it. The reactants are: [CH:1]([C:4]1[C:5](=[O:21])[NH:6][C:7](=[O:20])[NH:8][C:9]=1[C:10]1[CH:11]=[N:12][C:13]2[C:18]([CH:19]=1)=[CH:17][CH:16]=[CH:15][CH:14]=2)([CH3:3])[CH3:2].C(=O)([O-])[O-].[K+].[K+].[CH2:28](I)[CH3:29]. (4) The reactants are: [CH2:1]([N:8]1[C:16]2[C:15](=[O:17])[NH:14][C:13](=[O:18])[N:12]([CH3:19])[C:11]=2[N:10]=[CH:9]1)[C:2]1[CH:7]=[CH:6][CH:5]=[CH:4][CH:3]=1.Cl[CH2:21][C:22](=[O:24])[CH3:23]. Given the product [CH2:1]([N:8]1[C:16]2[C:15](=[O:17])[N:14]([CH2:21][C:22](=[O:24])[CH3:23])[C:13](=[O:18])[N:12]([CH3:19])[C:11]=2[N:10]=[CH:9]1)[C:2]1[CH:7]=[CH:6][CH:5]=[CH:4][CH:3]=1, predict the reactants needed to synthesize it.